This data is from Catalyst prediction with 721,799 reactions and 888 catalyst types from USPTO. The task is: Predict which catalyst facilitates the given reaction. (1) Reactant: C([O:9][C:10]1[CH:11]=[C:12]([CH:28]=[CH:29][C:30]=1[Cl:31])[CH2:13][N:14]([C:20]1[CH:25]=[CH:24][C:23]([C:26]#[N:27])=[CH:22][CH:21]=1)[N:15]1[CH:19]=[N:18][N:17]=[CH:16]1)(=O)C1C=CC=CC=1.C[O-].[Na+]. Product: [Cl:31][C:30]1[CH:29]=[CH:28][C:12]([CH2:13][N:14]([C:20]2[CH:25]=[CH:24][C:23]([C:26]#[N:27])=[CH:22][CH:21]=2)[N:15]2[CH:16]=[N:17][N:18]=[CH:19]2)=[CH:11][C:10]=1[OH:9]. The catalyst class is: 24. (2) Reactant: Cl.Cl.Cl.[O:4]1[C:8]2[CH:9]=[CH:10][CH:11]=[C:12]([N:13]3[CH2:18][CH2:17][N:16]([CH2:19][CH2:20][C@H:21]4[CH2:26][CH2:25][C@H:24]([NH2:27])[CH2:23][CH2:22]4)[CH2:15][CH2:14]3)[C:7]=2[O:6][CH2:5]1.C(NC(C)C)(C)C.[CH3:35][S:36](Cl)(=[O:38])=[O:37]. Product: [O:4]1[C:8]2[CH:9]=[CH:10][CH:11]=[C:12]([N:13]3[CH2:18][CH2:17][N:16]([CH2:19][CH2:20][C@H:21]4[CH2:26][CH2:25][C@H:24]([NH:27][S:36]([CH3:35])(=[O:38])=[O:37])[CH2:23][CH2:22]4)[CH2:15][CH2:14]3)[C:7]=2[O:6][CH2:5]1. The catalyst class is: 4. (3) The catalyst class is: 30. Reactant: [O:1]=[S:2]1(=[O:28])[C:7]2[CH:8]=[CH:9][CH:10]=[CH:11][C:6]=2[NH:5][C:4]([C:12]2[C:17](=[O:18])[N:16]([N:19]=[CH:20][CH:21]([CH3:23])C)[C:15]3[CH:24]=[CH:25][S:26][C:14]=3[C:13]=2[OH:27])=[N:3]1.[CH3:29]O.[BH4-].[Li+].Cl. Product: [CH2:20]([NH:19][N:16]1[C:17](=[O:18])[C:12]([C:4]2[NH:5][C:6]3[CH:11]=[CH:10][CH:9]=[CH:8][C:7]=3[S:2](=[O:1])(=[O:28])[N:3]=2)=[C:13]([OH:27])[C:14]2[S:26][CH:25]=[CH:24][C:15]1=2)[CH2:21][CH2:23][CH3:29]. (4) Reactant: [C:1]1([CH2:7][C:8]#[N:9])[CH:6]=[CH:5][CH:4]=[CH:3][CH:2]=1.[C:10](OCC)(=[O:12])[CH3:11].[O-]CC.[Na+].[Na]. Product: [C:10]([CH:7]([C:1]1[CH:6]=[CH:5][CH:4]=[CH:3][CH:2]=1)[C:8]#[N:9])(=[O:12])[CH3:11]. The catalyst class is: 8.